Dataset: Peptide-MHC class I binding affinity with 185,985 pairs from IEDB/IMGT. Task: Regression. Given a peptide amino acid sequence and an MHC pseudo amino acid sequence, predict their binding affinity value. This is MHC class I binding data. (1) The peptide sequence is LLLSINSSF. The MHC is HLA-A32:01 with pseudo-sequence HLA-A32:01. The binding affinity (normalized) is 0.293. (2) The peptide sequence is HLPELIWRS. The MHC is HLA-A11:01 with pseudo-sequence HLA-A11:01. The binding affinity (normalized) is 0.0847. (3) The peptide sequence is GYLIVPDEL. The MHC is HLA-A23:01 with pseudo-sequence HLA-A23:01. The binding affinity (normalized) is 0.689. (4) The peptide sequence is KAALDLSHFL. The MHC is HLA-B53:01 with pseudo-sequence HLA-B53:01. The binding affinity (normalized) is 0. (5) The peptide sequence is WSLMYFHRR. The MHC is HLA-A31:01 with pseudo-sequence HLA-A31:01. The binding affinity (normalized) is 1.00. (6) The peptide sequence is RRYIRGEQL. The MHC is HLA-B27:05 with pseudo-sequence HLA-B27:05. The binding affinity (normalized) is 0.789.